This data is from Forward reaction prediction with 1.9M reactions from USPTO patents (1976-2016). The task is: Predict the product of the given reaction. (1) The product is: [NH2:33][C:31]1[CH:30]=[CH:29][C:28]([CH3:36])=[C:27]([N:24]2[CH2:23][CH2:22][C:20]3[N:21]=[C:16]([NH:15][C:4]4[CH:5]=[CH:6][C:7]([N:8]5[CH2:9][CH2:10][N:11]([CH3:14])[CH2:12][CH2:13]5)=[C:2]([CH3:1])[CH:3]=4)[N:17]=[CH:18][C:19]=3[C:25]2=[O:26])[CH:32]=1. Given the reactants [CH3:1][C:2]1[CH:3]=[C:4]([NH:15][C:16]2[N:17]=[CH:18][C:19]3[C:25](=[O:26])[N:24]([C:27]4[CH:32]=[C:31]([N+:33]([O-])=O)[CH:30]=[CH:29][C:28]=4[CH3:36])[CH2:23][CH2:22][C:20]=3[N:21]=2)[CH:5]=[CH:6][C:7]=1[N:8]1[CH2:13][CH2:12][N:11]([CH3:14])[CH2:10][CH2:9]1.C1COCC1, predict the reaction product. (2) Given the reactants [F:1][C:2]1[CH:11]=[CH:10][C:9]([CH:12]=O)=[C:8]2[C:3]=1[C:4](=[O:15])[CH:5]=[C:6]([CH3:14])[O:7]2.[C:16]([CH:18]=[C:19]([O-])[CH3:20])#[N:17].[Na+].[NH2:23]/[C:24](/[CH3:30])=[CH:25]\[C:26]([O:28][CH3:29])=[O:27].C(O)(=O)C, predict the reaction product. The product is: [C:16]([C:18]1[CH:12]([C:9]2[CH:10]=[CH:11][C:2]([F:1])=[C:3]3[C:8]=2[O:7][C:6]([CH3:14])=[CH:5][C:4]3=[O:15])[C:25]([C:26]([O:28][CH3:29])=[O:27])=[C:24]([CH3:30])[NH:23][C:19]=1[CH3:20])#[N:17]. (3) The product is: [Br:14][C:5]1[CH:4]=[C:3]2[C:8](=[CH:7][CH:6]=1)[O:9][CH2:10][C:11]1([CH2:13][CH2:12]1)[C:2]2([NH:1][C:29]([NH:28][C:20](=[O:27])[C:21]1[CH:22]=[CH:23][CH:24]=[CH:25][CH:26]=1)=[S:30])[C:15]([F:19])([F:18])[CH2:16][OH:17]. Given the reactants [NH2:1][C:2]1([C:15]([F:19])([F:18])[CH2:16][OH:17])[C:11]2([CH2:13][CH2:12]2)[CH2:10][O:9][C:8]2[C:3]1=[CH:4][C:5]([Br:14])=[CH:6][CH:7]=2.[C:20]([N:28]=[C:29]=[S:30])(=[O:27])[C:21]1[CH:26]=[CH:25][CH:24]=[CH:23][CH:22]=1, predict the reaction product. (4) Given the reactants [CH2:1]([O:3][C:4]([C:6]1[C:10]2[N:11]=[CH:12][N:13]=[C:14](O)[C:9]=2[NH:8][CH:7]=1)=[O:5])[CH3:2].O=P(Cl)(Cl)[Cl:18], predict the reaction product. The product is: [CH2:1]([O:3][C:4]([C:6]1[C:10]2[N:11]=[CH:12][N:13]=[C:14]([Cl:18])[C:9]=2[NH:8][CH:7]=1)=[O:5])[CH3:2].